Dataset: Full USPTO retrosynthesis dataset with 1.9M reactions from patents (1976-2016). Task: Predict the reactants needed to synthesize the given product. Given the product [CH3:17][C:11]1[CH:12]=[C:13]([CH3:16])[CH:14]=[CH:15][C:10]=1[C:4]1[C:5](=[O:9])[N:6]([CH3:8])[CH:7]=[C:2]([N:1]([CH2:37][CH2:32][CH3:33])[CH2:18][CH2:19][CH3:20])[CH:3]=1, predict the reactants needed to synthesize it. The reactants are: [NH2:1][C:2]1[CH:3]=[C:4]([C:10]2[CH:15]=[CH:14][C:13]([CH3:16])=[CH:12][C:11]=2[CH3:17])[C:5](=[O:9])[N:6]([CH3:8])[CH:7]=1.[CH:18](=O)[CH2:19][CH3:20].C(O[BH-](O[C:32](=O)[CH3:33])OC(=O)C)(=O)C.[Na+].Cl[CH2:37]Cl.